Dataset: Forward reaction prediction with 1.9M reactions from USPTO patents (1976-2016). Task: Predict the product of the given reaction. (1) Given the reactants [CH:1]([N:5]1[CH:10]=[C:9]([Cl:11])[N:8]=[C:7](Cl)[C:6]1=[O:13])([CH2:3][CH3:4])[CH3:2].Cl.[Cl:15][C:16]1[CH:17]=[C:18]([O:25][CH3:26])[CH:19]=[C:20]2[C:24]=1[NH:23][CH2:22][CH2:21]2, predict the reaction product. The product is: [Cl:11][C:9]1[N:8]=[C:7]([N:23]2[C:24]3[C:20](=[CH:19][C:18]([O:25][CH3:26])=[CH:17][C:16]=3[Cl:15])[CH2:21][CH2:22]2)[C:6](=[O:13])[N:5]([CH:1]([CH3:2])[CH2:3][CH3:4])[CH:10]=1. (2) Given the reactants [O:1]1[CH:5]=[CH:4][CH2:3][C:2]1=[O:6].[H-].[CH2:8]([Al+]CC(C)C)[CH:9](C)C.S([O-])(O)(=O)=O.[Na+].C[C:24]([CH3:27])([O-:26])[CH3:25].[K+].[Br-].[C:30]([CH2:33][CH2:34][CH2:35][CH2:36][P+](C1C=CC=CC=1)(C1C=CC=CC=1)C1C=CC=CC=1)(O)=[O:31].[Cl-].[NH4+].Cl.[C:59](=[O:62])(O)[O-].[Na+].[C:64]1([CH3:70])C=C[CH:67]=[CH:66][CH:65]=1, predict the reaction product. The product is: [CH3:70][CH2:64][CH2:65][CH2:66][CH2:67][C@H:59]([OH:62])/[CH:8]=[CH:9]/[C@@H:25]1[C@@H:33]([CH2:34]/[CH:35]=[CH:36]\[CH2:5][CH2:4][CH2:3][C:2]([OH:1])=[O:6])[C@@H:30]([OH:31])[CH2:27][C@H:24]1[OH:26]. (3) Given the reactants [H-].[Al+3].[Li+].[H-].[H-].[H-].C[O:8][C:9]([C@H:11]1[CH2:16][CH2:15][C@H:14]([NH:17][CH2:18][C:19]2[CH:28]=[CH:27][C:22]3[O:23][CH2:24][CH2:25][O:26][C:21]=3[CH:20]=2)[CH2:13][CH2:12]1)=O, predict the reaction product. The product is: [O:23]1[C:22]2[CH:27]=[CH:28][C:19]([CH2:18][NH:17][C@H:14]3[CH2:15][CH2:16][C@H:11]([CH2:9][OH:8])[CH2:12][CH2:13]3)=[CH:20][C:21]=2[O:26][CH2:25][CH2:24]1. (4) The product is: [ClH:31].[C:16]([C:17]1[CH:24]=[CH:23][C:20]([CH2:21][NH2:22])=[CH:19][CH:18]=1)#[N:8]. Given the reactants C(OC([N:8]([CH2:16][C:17]1[CH:24]=[CH:23][C:20]([C:21]#[N:22])=[CH:19][CH:18]=1)C(OC(C)(C)C)=O)=O)(C)(C)C.O1CCOCC1.[ClH:31], predict the reaction product. (5) Given the reactants [Cl:1][C:2]1[CH:3]=[N:4][C:5]2[N:6]([N:8]=[C:9]([C:11]([OH:13])=O)[CH:10]=2)[CH:7]=1.[F:14][C:15]1[CH:16]=[CH:17][CH:18]=[C:19]2[C:24]=1[CH:23]([C:25]([F:28])([F:27])[F:26])[NH:22][CH2:21][CH2:20]2, predict the reaction product. The product is: [Cl:1][C:2]1[CH:3]=[N:4][C:5]2[N:6]([N:8]=[C:9]([C:11]([N:22]3[CH2:21][CH2:20][C:19]4[C:24](=[C:15]([F:14])[CH:16]=[CH:17][CH:18]=4)[CH:23]3[C:25]([F:26])([F:28])[F:27])=[O:13])[CH:10]=2)[CH:7]=1. (6) Given the reactants [F:1][C:2]1[C:16]([N:17]2[CH2:22][CH2:21][O:20][CH2:19][CH2:18]2)=[CH:15][CH:14]=[CH:13][C:3]=1[C:4](OCCOCCBr)=[O:5].[BH4-].[Li+], predict the reaction product. The product is: [F:1][C:2]1[C:16]([N:17]2[CH2:22][CH2:21][O:20][CH2:19][CH2:18]2)=[CH:15][CH:14]=[CH:13][C:3]=1[CH2:4][OH:5]. (7) Given the reactants CO[C:3](=[O:20])[C:4]1[CH:9]=[CH:8][CH:7]=[C:6]([C:10]2[CH:15]=[C:14]([CH3:16])[N:13]=[C:12]([N:17]([CH3:19])[CH3:18])[N:11]=2)[CH:5]=1.[H-].[Na+].Cl.CNC(N)=N.O=C(C)CC(C1C=[C:36](C=CC=1)[C:37]([OH:39])=[O:38])=O, predict the reaction product. The product is: [C:4]([O:39][C:37](=[O:38])[CH2:36][C:3]([C:4]1[CH:9]=[CH:8][CH:7]=[C:6]([C:10]2[CH:15]=[C:14]([CH3:16])[N:13]=[C:12]([N:17]([CH3:18])[CH3:19])[N:11]=2)[CH:5]=1)=[O:20])([CH3:9])([CH3:5])[CH3:3]. (8) Given the reactants Cl.C([SiH2][O:7][C:8](C)(C)[CH:9]1[CH2:23][C:12]2=[C:13]3[C:18](=[N:19][CH:20]=[C:11]2[O:10]1)[CH:17]=[CH:16][C:15]([O:21][CH3:22])=[N:14]3)(C)(C)C, predict the reaction product. The product is: [CH3:22][O:21][C:15]1[CH:16]=[CH:17][C:18]2[C:13]([N:14]=1)=[C:12]1[CH2:23][CH:9]([CH2:8][OH:7])[O:10][C:11]1=[CH:20][N:19]=2.